Dataset: Forward reaction prediction with 1.9M reactions from USPTO patents (1976-2016). Task: Predict the product of the given reaction. (1) Given the reactants Br[CH2:2][CH2:3][N:4]1[C:29](=[O:30])[N:7]2[CH:8]([C:22]3[CH:27]=[CH:26][CH:25]=[C:24]([OH:28])[CH:23]=3)[C:9]3[NH:10][C:11]4[C:16]([C:17]=3[CH2:18][C:6]2([CH3:31])[C:5]1=[O:32])=[CH:15][C:14]([O:19][CH2:20][CH3:21])=[CH:13][CH:12]=4.[CH3:33][NH:34][CH3:35].O, predict the reaction product. The product is: [CH3:33][N:34]([CH3:35])[CH2:2][CH2:3][N:4]1[C:29](=[O:30])[N:7]2[CH:8]([C:22]3[CH:27]=[CH:26][CH:25]=[C:24]([OH:28])[CH:23]=3)[C:9]3[NH:10][C:11]4[C:16]([C:17]=3[CH2:18][C:6]2([CH3:31])[C:5]1=[O:32])=[CH:15][C:14]([O:19][CH2:20][CH3:21])=[CH:13][CH:12]=4. (2) Given the reactants Br.[C:2]1([C@H:8]2[CH2:17][CH2:16][C:15]3[CH:14]=[C:13]([OH:18])[CH:12]=[CH:11][C:10]=3[C@H:9]2[C:19]2[CH:24]=[CH:23][C:22]([O:25][CH2:26][CH2:27][N:28]3[CH2:32][CH2:31][CH2:30][CH2:29]3)=[CH:21][CH:20]=2)[CH:7]=[CH:6][CH:5]=[CH:4][CH:3]=1.CO.C([O-])(O)=O.[Na+], predict the reaction product. The product is: [C:2]1([C@H:8]2[CH2:17][CH2:16][C:15]3[CH:14]=[C:13]([OH:18])[CH:12]=[CH:11][C:10]=3[C@H:9]2[C:19]2[CH:24]=[CH:23][C:22]([O:25][CH2:26][CH2:27][N:28]3[CH2:32][CH2:31][CH2:30][CH2:29]3)=[CH:21][CH:20]=2)[CH:7]=[CH:6][CH:5]=[CH:4][CH:3]=1. (3) Given the reactants C([O:3][C:4]([C:6]1[N:7]=[C:8]([C:11]2[CH:16]=[CH:15][CH:14]=[C:13]([C:17]3[CH2:18][C:19](=[O:33])[NH:20][C:21]4[CH:27]=[C:26]([N:28]5[CH:32]=[CH:31][CH:30]=[CH:29]5)[CH:25]=[CH:24][C:22]=4[N:23]=3)[CH:12]=2)[S:9][CH:10]=1)=O)C.COCCO[AlH2-]OCCOC.[Na+].C1(C)C=CC=CC=1, predict the reaction product. The product is: [OH:3][CH2:4][C:6]1[N:7]=[C:8]([C:11]2[CH:12]=[C:13]([C:17]3[CH2:18][C:19](=[O:33])[NH:20][C:21]4[CH:27]=[C:26]([N:28]5[CH:29]=[CH:30][CH:31]=[CH:32]5)[CH:25]=[CH:24][C:22]=4[N:23]=3)[CH:14]=[CH:15][CH:16]=2)[S:9][CH:10]=1.